Predict the reaction yield, written as a fraction of the theoretical maximum amount of product (1.0 means a 100% yield; for example, 0.34 means a 34% yield). From a dataset of Reaction yield outcomes from USPTO patents with 853,638 reactions. (1) The reactants are [OH:1][C@:2]1([C:15]2[S:16][C:17]([C:20]3[CH:25]=[C:24]([CH3:26])[CH:23]=[C:22]([NH:27][C:28]4[CH:33]=[C:32]([C:34]([F:37])([F:36])[F:35])[CH:31]=[CH:30][N:29]=4)[N:21]=3)=[CH:18][N:19]=2)[CH2:11][CH2:10][CH2:9][C:8]2[CH:7]=[C:6]([C:12]([OH:14])=O)[CH:5]=[CH:4][C:3]1=2.[CH3:38][S:39]([NH2:42])(=[O:41])=[O:40].CN(C(ON1N=NC2C=CC=NC1=2)=[N+](C)C)C.F[P-](F)(F)(F)(F)F.CCN(C(C)C)C(C)C. The catalyst is C(Cl)Cl. The product is [OH:1][C@:2]1([C:15]2[S:16][C:17]([C:20]3[CH:25]=[C:24]([CH3:26])[CH:23]=[C:22]([NH:27][C:28]4[CH:33]=[C:32]([C:34]([F:37])([F:35])[F:36])[CH:31]=[CH:30][N:29]=4)[N:21]=3)=[CH:18][N:19]=2)[CH2:11][CH2:10][CH2:9][C:8]2[CH:7]=[C:6]([C:12]([NH:42][S:39]([CH3:38])(=[O:41])=[O:40])=[O:14])[CH:5]=[CH:4][C:3]1=2. The yield is 0.820. (2) The product is [OH:31][CH2:30][CH2:29][NH:28][CH2:26][CH2:25][CH:22]1[S:21][C:20]([C:17]2[NH:18][C:19]3[C:15]([CH:16]=2)=[CH:14][CH:13]=[CH:12][C:11]=3[N:2]([CH3:1])[S:3]([C:6]2[S:7][CH:8]=[CH:9][CH:10]=2)(=[O:5])=[O:4])=[N:24][CH2:23]1. The yield is 0.670. The reactants are [CH3:1][N:2]([C:11]1[CH:12]=[CH:13][CH:14]=[C:15]2[C:19]=1[NH:18][C:17]([C:20]1[S:21][CH:22]([CH2:25][CH:26]=O)[CH2:23][N:24]=1)=[CH:16]2)[S:3]([C:6]1[S:7][CH:8]=[CH:9][CH:10]=1)(=[O:5])=[O:4].[NH2:28][CH2:29][CH2:30][OH:31].[BH4-].[Na+]. The catalyst is CO.C(OCC)(=O)C. (3) The reactants are Cl[CH2:2][C:3]1[CH:28]=[CH:27][C:6]([C:7]([NH:9][C:10]2[S:11][C:12]3[C:18]([N:19]4[CH2:24][CH2:23][O:22][CH2:21][CH2:20]4)=[CH:17][CH:16]=[C:15]([O:25][CH3:26])[C:13]=3[N:14]=2)=[O:8])=[CH:5][CH:4]=1.[H-].[Na+].[CH3:31][O:32][CH2:33][CH2:34][OH:35]. No catalyst specified. The product is [CH3:31][O:32][CH2:33][CH2:34][O:35][CH2:2][C:3]1[CH:28]=[CH:27][C:6]([C:7]([NH:9][C:10]2[S:11][C:12]3[C:18]([N:19]4[CH2:24][CH2:23][O:22][CH2:21][CH2:20]4)=[CH:17][CH:16]=[C:15]([O:25][CH3:26])[C:13]=3[N:14]=2)=[O:8])=[CH:5][CH:4]=1. The yield is 0.700. (4) The reactants are [H-].[Na+].[Cl:3][C:4]1[CH:9]=[C:8]([N+:10]([O-:12])=[O:11])[CH:7]=[CH:6][C:5]=1[OH:13].Cl[C:15]1[CH:20]=[CH:19][N:18]=[C:17]([NH:21][CH2:22][CH2:23][CH2:24][OH:25])[N:16]=1. The catalyst is CN(C=O)C. The product is [Cl:3][C:4]1[CH:9]=[C:8]([N+:10]([O-:12])=[O:11])[CH:7]=[CH:6][C:5]=1[O:13][C:19]1[CH:20]=[CH:15][N:16]=[C:17]([NH:21][CH2:22][CH2:23][CH2:24][OH:25])[N:18]=1. The yield is 0.670. (5) The reactants are FC(F)(F)S(O[C:7]1[CH:12]=[CH:11][C:10]([C:13]2[C:18]([CH3:19])=[N:17][C:16]([CH3:20])=[C:15]([C:21](=[O:23])[NH2:22])[N:14]=2)=[CH:9][C:8]=1[F:24])(=O)=O.[F:27][C:28]1[CH:29]=[C:30]([CH2:43][C:44]([O:46][CH3:47])=[O:45])[CH:31]=[CH:32][C:33]=1B1OC(C)(C)C(C)(C)O1.P([O-])([O-])([O-])=O.[K+].[K+].[K+].CO. The catalyst is COCCOC.C1C=CC(P(C2C=CC=CC=2)[C-]2C=CC=C2)=CC=1.C1C=CC(P(C2C=CC=CC=2)[C-]2C=CC=C2)=CC=1.Cl[Pd]Cl.[Fe+2].C(Cl)Cl.O. The product is [C:21]([C:15]1[N:14]=[C:13]([C:10]2[CH:11]=[CH:12][C:7]([C:33]3[CH:32]=[CH:31][C:30]([CH2:43][C:44]([O:46][CH3:47])=[O:45])=[CH:29][C:28]=3[F:27])=[C:8]([F:24])[CH:9]=2)[C:18]([CH3:19])=[N:17][C:16]=1[CH3:20])(=[O:23])[NH2:22]. The yield is 0.760. (6) The reactants are [C:1]([C:3]1[C:11]2[C:6](=[CH:7][CH:8]=[C:9](OC)[CH:10]=2)[N:5]([CH2:14][CH3:15])[C:4]=1[C:16]1[CH:25]=[CH:24][C:19]([C:20]([O:22]C)=[O:21])=[CH:18][CH:17]=1)#[N:2].[OH-].[Na+].C1C[O:31][CH2:30]C1. The catalyst is O. The product is [C:1]([C:3]1[C:11]2[C:6](=[CH:7][C:8]([O:31][CH3:30])=[CH:9][CH:10]=2)[N:5]([CH2:14][CH3:15])[C:4]=1[C:16]1[CH:17]=[CH:18][C:19]([C:20]([OH:22])=[O:21])=[CH:24][CH:25]=1)#[N:2]. The yield is 0.920.